From a dataset of Forward reaction prediction with 1.9M reactions from USPTO patents (1976-2016). Predict the product of the given reaction. (1) Given the reactants [Cl:1][C:2]1[CH:3]=[CH:4][C:5]([CH2:11][O:12][C:13]2[CH:18]=[CH:17][CH:16]=[CH:15][C:14]=2[Cl:19])=[C:6]([CH:10]=1)[C:7]([OH:9])=O.Cl.[NH2:21][C@H:22]([C:24]1[CH:33]=[CH:32][C:27]([C:28]([O:30][CH3:31])=[O:29])=[CH:26][CH:25]=1)[CH3:23].Cl.CN(C)CCCN=C=NCC.O.ON1C2C=CC=CC=2N=N1.C(N(CC)CC)C, predict the reaction product. The product is: [Cl:1][C:2]1[CH:3]=[CH:4][C:5]([CH2:11][O:12][C:13]2[CH:18]=[CH:17][CH:16]=[CH:15][C:14]=2[Cl:19])=[C:6]([CH:10]=1)[C:7]([NH:21][C@H:22]([C:24]1[CH:33]=[CH:32][C:27]([C:28]([O:30][CH3:31])=[O:29])=[CH:26][CH:25]=1)[CH3:23])=[O:9]. (2) Given the reactants CC(C)([O-])C.[K+].[N+:7]([CH2:9][C:10]([O:12][CH3:13])=[O:11])#[C-:8].[Br:14][C:15]1[CH:16]=[CH:17][C:18]([Cl:25])=[C:19]([CH2:21][C:22](Cl)=[O:23])[CH:20]=1.C(O)(=O)CC(CC(O)=O)(C(O)=O)O, predict the reaction product. The product is: [Br:14][C:15]1[CH:16]=[CH:17][C:18]([Cl:25])=[C:19]([CH2:21][C:22]2[O:23][CH:8]=[N:7][C:9]=2[C:10]([O:12][CH3:13])=[O:11])[CH:20]=1. (3) Given the reactants CN(C)CCN(C)C.C(NC(C)C)(C)C.C([Li])CCC.CCCCCC.C(N(CC)[C:30](=[O:45])[C:31]1[CH:36]=[CH:35][CH:34]=[N:33][C:32]=1[NH:37][C:38]1[CH:39]=[N:40][CH:41]=[CH:42][C:43]=1[CH3:44])C, predict the reaction product. The product is: [N:33]1[C:32]2[NH:37][C:38]3[CH:39]=[N:40][CH:41]=[CH:42][C:43]=3[CH2:44][C:30](=[O:45])[C:31]=2[CH:36]=[CH:35][CH:34]=1.